Dataset: NCI-60 drug combinations with 297,098 pairs across 59 cell lines. Task: Regression. Given two drug SMILES strings and cell line genomic features, predict the synergy score measuring deviation from expected non-interaction effect. (1) Drug 1: COC1=C(C=C2C(=C1)N=CN=C2NC3=CC(=C(C=C3)F)Cl)OCCCN4CCOCC4. Drug 2: C1=CN(C=N1)CC(O)(P(=O)(O)O)P(=O)(O)O. Cell line: EKVX. Synergy scores: CSS=22.3, Synergy_ZIP=-5.14, Synergy_Bliss=-3.48, Synergy_Loewe=-7.99, Synergy_HSA=-3.09. (2) Drug 1: CN(C)C1=NC(=NC(=N1)N(C)C)N(C)C. Drug 2: CCC1(CC2CC(C3=C(CCN(C2)C1)C4=CC=CC=C4N3)(C5=C(C=C6C(=C5)C78CCN9C7C(C=CC9)(C(C(C8N6C=O)(C(=O)OC)O)OC(=O)C)CC)OC)C(=O)OC)O.OS(=O)(=O)O. Cell line: 786-0. Synergy scores: CSS=-4.04, Synergy_ZIP=2.16, Synergy_Bliss=1.96, Synergy_Loewe=-1.20, Synergy_HSA=-0.930. (3) Cell line: HOP-62. Drug 1: C1CCC(C1)C(CC#N)N2C=C(C=N2)C3=C4C=CNC4=NC=N3. Drug 2: CC(C)(C#N)C1=CC(=CC(=C1)CN2C=NC=N2)C(C)(C)C#N. Synergy scores: CSS=-0.451, Synergy_ZIP=-0.411, Synergy_Bliss=-2.17, Synergy_Loewe=-3.09, Synergy_HSA=-3.77.